From a dataset of HIV replication inhibition screening data with 41,000+ compounds from the AIDS Antiviral Screen. Binary Classification. Given a drug SMILES string, predict its activity (active/inactive) in a high-throughput screening assay against a specified biological target. The molecule is O=C(CC(O)(C(F)(F)F)C(F)(F)F)C(CCCl)C(O)(C(F)(F)F)C(F)(F)F. The result is 0 (inactive).